From a dataset of Full USPTO retrosynthesis dataset with 1.9M reactions from patents (1976-2016). Predict the reactants needed to synthesize the given product. (1) The reactants are: [CH2:1]([N:8]1[CH2:13][CH2:12][N:11]([CH:14]2[CH2:19][CH2:18][NH:17][CH2:16][CH2:15]2)[CH2:10][CH2:9]1)[C:2]1[CH:7]=[CH:6][CH:5]=[CH:4][CH:3]=1.O=[CH:21][CH2:22][CH2:23][C:24]([OH:26])=[O:25].[C:27](O[BH-](OC(=O)C)OC(=O)C)(=O)[CH3:28].[Na+].C([O-])([O-])=O.[K+].[K+]. Given the product [CH2:1]([N:8]1[CH2:9][CH2:10][N:11]([CH:14]2[CH2:19][CH2:18][N:17]([CH2:21][CH2:22][CH2:23][C:24]([O:26][CH2:27][CH3:28])=[O:25])[CH2:16][CH2:15]2)[CH2:12][CH2:13]1)[C:2]1[CH:3]=[CH:4][CH:5]=[CH:6][CH:7]=1, predict the reactants needed to synthesize it. (2) Given the product [CH3:27][C:28]1[CH:29]=[C:30]([CH:33]=[CH:34][C:35]=1[CH3:36])[CH2:31][NH:32][C:4]([C:6]1[N:7]=[C:8]([C:15]2[CH:20]=[CH:19][CH:18]=[CH:17][C:16]=2[S:21](=[O:25])(=[O:26])[N:22]([CH3:24])[CH3:23])[N:9]([CH3:14])[C:10](=[O:13])[C:11]=1[OH:12])=[O:3], predict the reactants needed to synthesize it. The reactants are: C([O:3][C:4]([C:6]1[N:7]=[C:8]([C:15]2[CH:20]=[CH:19][CH:18]=[CH:17][C:16]=2[S:21](=[O:26])(=[O:25])[N:22]([CH3:24])[CH3:23])[N:9]([CH3:14])[C:10](=[O:13])[C:11]=1[OH:12])=O)C.[CH3:27][C:28]1[CH:29]=[C:30]([CH:33]=[CH:34][C:35]=1[CH3:36])[CH2:31][NH2:32]. (3) Given the product [Br:1][C:2]1[CH:7]=[CH:6][CH:5]=[CH:4][C:3]=1[CH2:8][N:9]1[C:14](=[O:15])[C:13]([C:16]([NH:53][CH2:27][C:36]([OH:38])=[O:37])=[O:17])=[C:12]([OH:21])[C:11]([CH:22]([CH3:24])[CH3:23])=[N:10]1.[Br:1][C:2]1[CH:7]=[CH:6][CH:5]=[CH:4][C:3]=1[CH2:8][N:9]1[C:14](=[O:15])[C:13]([C:16]([O:18][CH2:19][CH3:20])=[O:17])=[C:12]([OH:21])[C:11]([CH:22]([CH3:23])[CH3:24])=[N:10]1, predict the reactants needed to synthesize it. The reactants are: [Br:1][C:2]1[CH:7]=[CH:6][CH:5]=[CH:4][C:3]=1[CH2:8][N:9]1[C:14](=[O:15])[C:13]([C:16]([O:18][CH2:19][CH3:20])=[O:17])=[C:12]([OH:21])[C:11]([CH:22]([CH3:24])[CH3:23])=[N:10]1.OC1C(C(C)C)=NNC(=O)[C:27]=1[C:36]([O:38]CC)=[O:37].[H-].[Na+].BrC1C=CC=CC=1CBr.C[N:53](C)C=O. (4) Given the product [ClH:47].[Cl:47][C:48]1[CH:49]=[C:50]([CH2:55][N:56]2[CH:60]=[C:59]([NH:61][C:14]([C:9]3[CH:10]=[C:11]4[C:6](=[CH:7][CH:8]=3)[CH2:5][N:4]([CH2:1][CH2:2][CH3:3])[CH2:13][CH2:12]4)=[O:16])[CH:58]=[N:57]2)[CH:51]=[CH:52][C:53]=1[Cl:54], predict the reactants needed to synthesize it. The reactants are: [CH2:1]([N:4]1[CH2:13][CH2:12][C:11]2[C:6](=[CH:7][CH:8]=[C:9]([C:14]([OH:16])=O)[CH:10]=2)[CH2:5]1)[CH2:2][CH3:3].Cl.CN(C)CCCN=C=NCC.O.ON1C2C=CC=CC=2N=N1.C(N(CC)CC)C.[Cl:47][C:48]1[CH:49]=[C:50]([CH2:55][N:56]2[CH:60]=[C:59]([NH2:61])[CH:58]=[N:57]2)[CH:51]=[CH:52][C:53]=1[Cl:54]. (5) Given the product [Cl:1][C:2]1[C:7]2[N:8]([CH2:11][C:12]([NH:16][CH:17]([C:19]3[CH:24]=[CH:23][C:22]([C:25]([C:26]#[N:27])([CH3:29])[CH3:28])=[C:21]([F:30])[CH:20]=3)[CH3:18])=[O:14])[CH:9]=[N:10][C:6]=2[CH:5]=[CH:4][C:3]=1[F:15], predict the reactants needed to synthesize it. The reactants are: [Cl:1][C:2]1[C:7]2[N:8]([CH2:11][C:12]([OH:14])=O)[CH:9]=[N:10][C:6]=2[CH:5]=[CH:4][C:3]=1[F:15].[NH2:16][CH:17]([C:19]1[CH:24]=[CH:23][C:22]([C:25]([CH3:29])([CH3:28])[C:26]#[N:27])=[C:21]([F:30])[CH:20]=1)[CH3:18].CCN(CC)CC.CN(C(ON1N=NC2C=CC=NC1=2)=[N+](C)C)C.F[P-](F)(F)(F)(F)F. (6) Given the product [F:1][C:2]1[CH:9]=[CH:8][C:7]([C:10]2[N:15]=[C:14]3[N:16]([CH2:19][C@H:20]4[O:25][CH2:24][CH2:23][N:22]([C:26]5[N:27]=[CH:28][C:29]([C:32]6[CH2:33][CH2:34][N:35]([CH2:45][CH2:46][OH:47])[CH2:36][CH:37]=6)=[CH:30][N:31]=5)[CH2:21]4)[N:17]=[N:18][C:13]3=[N:12][CH:11]=2)=[CH:6][C:3]=1[C:4]#[N:5], predict the reactants needed to synthesize it. The reactants are: [F:1][C:2]1[CH:9]=[CH:8][C:7]([C:10]2[N:15]=[C:14]3[N:16]([CH2:19][C@H:20]4[O:25][CH2:24][CH2:23][N:22]([C:26]5[N:31]=[CH:30][C:29]([C:32]6[CH2:33][CH2:34][NH:35][CH2:36][CH:37]=6)=[CH:28][N:27]=5)[CH2:21]4)[N:17]=[N:18][C:13]3=[N:12][CH:11]=2)=[CH:6][C:3]=1[C:4]#[N:5].C(=O)([O-])[O-].[K+].[K+].Br[CH2:45][CH2:46][OH:47].ClCCl.CO. (7) Given the product [S:24]1[CH:23]=[CH:22][C:16]2[CH:17]=[C:9]([B:4]3[O:5][C:6]([CH3:7])([CH3:8])[C:2]([CH3:1])([CH3:18])[O:3]3)[CH:10]=[CH:11][C:12]1=2, predict the reactants needed to synthesize it. The reactants are: [CH3:1][C:2]1([CH3:18])[C:6]([CH3:8])([CH3:7])[O:5][B:4]([C:9]2[CH:17]=[C:16]3[C:12](C=NN3)=[CH:11][CH:10]=2)[O:3]1.BrC1C=C[C:23]2[S:24]C=C[C:22]=2C=1.CC1(C)C(C)(C)OB(B2OC(C)(C)C(C)(C)O2)O1.